Dataset: Experimentally validated miRNA-target interactions with 360,000+ pairs, plus equal number of negative samples. Task: Binary Classification. Given a miRNA mature sequence and a target amino acid sequence, predict their likelihood of interaction. The protein sequence of the target gene is MFSAGAESLLHQAREIQDEELRRFCSRVTKLLQEAPGPATVDALQRLFLIVSATKYPRRLEKMCVDLLQTTLCLPASPEQLQVLCAAILREMSPFNDLALSCDHTPNTRQLSLVASVLLAQGDRKGEIRCVSQRIFKILENRQPEGPSVRPLLPILSKVIGLAPGILMEDQTNLLSKRLVDWLRYASIQQGLPYSGGFFSTPRTRQPGPITEVDGAVASDFFTVLSTGQHFTEDQWVNMQAFSMLRKWLLHSGPEDPCSPDADDKSELEGSTLSVLSAASTASRLLPPRERLREVAFEYC.... Result: 0 (no interaction). The miRNA is hsa-miR-1287-3p with sequence CUCUAGCCACAGAUGCAGUGAU.